From a dataset of Catalyst prediction with 721,799 reactions and 888 catalyst types from USPTO. Predict which catalyst facilitates the given reaction. Reactant: [CH2:1](/[C:5](/[C:41]([O:43]CC)=[O:42])=[CH:6]\[C@H:7]([CH:38]([CH3:40])[CH3:39])[NH:8][C:9](=[O:37])[C@H:10]([C:33]([CH3:36])([CH3:35])[CH3:34])[NH:11][C:12](=[O:32])[C@H:13]([C:23]([CH3:31])([C:25]1[CH:30]=[CH:29][CH:28]=[CH:27][CH:26]=1)[CH3:24])[N:14]([CH3:22])[C:15](=[O:21])[O:16][C:17]([CH3:20])([CH3:19])[CH3:18])[CH2:2][CH2:3][CH3:4].[OH-].[Li+]. Product: [CH2:1](/[C:5](/[C:41]([OH:43])=[O:42])=[CH:6]\[C@H:7]([CH:38]([CH3:39])[CH3:40])[NH:8][C:9](=[O:37])[C@H:10]([C:33]([CH3:36])([CH3:35])[CH3:34])[NH:11][C:12](=[O:32])[C@H:13]([C:23]([CH3:31])([C:25]1[CH:30]=[CH:29][CH:28]=[CH:27][CH:26]=1)[CH3:24])[N:14]([CH3:22])[C:15](=[O:21])[O:16][C:17]([CH3:20])([CH3:18])[CH3:19])[CH2:2][CH2:3][CH3:4]. The catalyst class is: 72.